This data is from Catalyst prediction with 721,799 reactions and 888 catalyst types from USPTO. The task is: Predict which catalyst facilitates the given reaction. Reactant: [Cl:1][C:2]1[C:7](Cl)=[CH:6][CH:5]=[C:4]([O:9][CH3:10])[N:3]=1.C[C@@H]1CNCC[NH:13]1.C([O-])([O-])=O.[Na+].[Na+]. Product: [Cl:1][C:2]1[C:7]([NH2:13])=[CH:6][CH:5]=[C:4]([O:9][CH3:10])[N:3]=1. The catalyst class is: 44.